From a dataset of Forward reaction prediction with 1.9M reactions from USPTO patents (1976-2016). Predict the product of the given reaction. (1) Given the reactants [Si:1]([O:8][CH2:9][C:10]1[C:11]([CH3:17])=[C:12]([NH2:16])[CH:13]=[CH:14][CH:15]=1)([C:4]([CH3:7])([CH3:6])[CH3:5])([CH3:3])[CH3:2].[Cl:18]N1C(=O)CCC1=O.CCCCCC, predict the reaction product. The product is: [Si:1]([O:8][CH2:9][C:10]1[C:11]([CH3:17])=[C:12]([NH2:16])[C:13]([Cl:18])=[CH:14][CH:15]=1)([C:4]([CH3:7])([CH3:6])[CH3:5])([CH3:2])[CH3:3]. (2) Given the reactants C(OC(=O)[NH:7][CH:8]1[CH2:17][CH2:16][C:15]2[C:10](=[C:11]([NH:18][C:19]3[O:20][C:21]([C:24]4[CH:29]=[CH:28][C:27]([C:30]([F:33])([F:32])[F:31])=[CH:26][CH:25]=4)=[CH:22][N:23]=3)[CH:12]=[CH:13][CH:14]=2)[CH2:9]1)(C)(C)C.C(OC(=O)NC1CCC2C(=C(NC3OC(C4C=CC(C)=CC=4)=CN=3)C=CC=2)C1)(C)(C)C, predict the reaction product. The product is: [F:33][C:30]([F:31])([F:32])[C:27]1[CH:28]=[CH:29][C:24]([C:21]2[O:20][C:19]([NH:18][C:11]3[C:10]4[CH2:9][CH:8]([NH2:7])[CH2:17][CH2:16][C:15]=4[CH:14]=[CH:13][CH:12]=3)=[N:23][CH:22]=2)=[CH:25][CH:26]=1. (3) Given the reactants [F:1][C:2]1[CH:3]=[C:4]([CH:9]2[N:14]([C:15]([O:17]C3C=CC([N+]([O-])=O)=CC=3)=O)[C:13]([O:27][CH3:28])=[N:12][C:11]([CH2:29][CH3:30])=[C:10]2[C:31]([O:33][CH2:34][C:35]2[CH:40]=[CH:39][CH:38]=[CH:37][CH:36]=2)=[O:32])[CH:5]=[CH:6][C:7]=1[F:8], predict the reaction product. The product is: [F:1][C:2]1[CH:3]=[C:4]([CH:9]2[N:14]([C:15]([NH:14][C@@H:9]([C:4]3[CH:5]=[CH:6][CH:7]=[CH:2][CH:3]=3)[CH3:10])=[O:17])[C:13]([O:27][CH3:28])=[N:12][C:11]([CH2:29][CH3:30])=[C:10]2[C:31]([O:33][CH2:34][C:35]2[CH:36]=[CH:37][CH:38]=[CH:39][CH:40]=2)=[O:32])[CH:5]=[CH:6][C:7]=1[F:8]. (4) Given the reactants [CH3:1][C:2]1[C:3]([NH:12][CH:13]([C:17]2[CH:25]=[CH:24][C:20]([C:21](O)=[O:22])=[CH:19][CH:18]=2)[CH2:14][CH2:15][CH3:16])=[N:4][C:5]2[C:10]([CH:11]=1)=[CH:9][CH:8]=[CH:7][CH:6]=2.Cl.[CH2:27]([O:29][C:30](=[O:34])[CH2:31][CH2:32][NH2:33])C.O.ON1C2C=CC=CC=2N=N1.C(N(CC)CC)C.Cl.CN(C)CCCN=C=NCC, predict the reaction product. The product is: [CH3:1][C:2]1[C:3]([NH:12][CH:13]([C:17]2[CH:18]=[CH:19][C:20]([C:21]([NH:33][CH2:32][CH2:31][C:30]([O:29][CH3:27])=[O:34])=[O:22])=[CH:24][CH:25]=2)[CH2:14][CH2:15][CH3:16])=[N:4][C:5]2[C:10]([CH:11]=1)=[CH:9][CH:8]=[CH:7][CH:6]=2. (5) The product is: [Cl:1][C:2]1[CH:3]=[C:4]([CH:21]([Cl:31])[CH3:22])[C:5]2[O:11][CH2:10][CH2:9][N:8]([C:12]([O:14][C:15]([CH3:18])([CH3:17])[CH3:16])=[O:13])[CH2:7][C:6]=2[C:19]=1[CH3:20]. Given the reactants [Cl:1][C:2]1[CH:3]=[C:4]([CH:21](O)[CH3:22])[C:5]2[O:11][CH2:10][CH2:9][N:8]([C:12]([O:14][C:15]([CH3:18])([CH3:17])[CH3:16])=[O:13])[CH2:7][C:6]=2[C:19]=1[CH3:20].CN(C)C=O.S(Cl)([Cl:31])=O, predict the reaction product. (6) Given the reactants [CH:1](=[O:15])[CH2:2][CH2:3][CH2:4][CH2:5][CH2:6][CH2:7]/[CH:8]=[CH:9]\[CH2:10][CH2:11][CH2:12][CH2:13][CH3:14].[CH2:16](O)[CH2:17][OH:18].C1(C)C=CC(S(O)(=O)=O)=CC=1.O, predict the reaction product. The product is: [CH2:2]([CH:1]1[O:18][CH2:17][CH2:16][O:15]1)[CH2:3][CH2:4][CH2:5][CH2:6][CH2:7]/[CH:8]=[CH:9]\[CH2:10][CH2:11][CH2:12][CH2:13][CH3:14].